From a dataset of Full USPTO retrosynthesis dataset with 1.9M reactions from patents (1976-2016). Predict the reactants needed to synthesize the given product. (1) Given the product [CH2:1]([P:3]([CH2:10][CH2:11][CH2:12][NH2:13])(=[O:9])[O:4][CH2:5][CH2:6][OH:16])[CH3:2], predict the reactants needed to synthesize it. The reactants are: [CH2:1]([P:3]([CH2:10][CH2:11][CH2:12][NH2:13])(=[O:9])[O:4][CH2:5][CH2:6]CC)[CH3:2].C(O)C[OH:16]. (2) Given the product [ClH:37].[NH:1]([C:10]([O:12][CH2:13][C:14]1[CH:15]=[CH:16][C:17]([CH2:20][CH2:21][C:22]2[N:23]=[C:24]([NH:27][C:28](=[O:30])[CH3:29])[S:25][CH:26]=2)=[CH:18][CH:19]=1)=[O:11])[NH2:2], predict the reactants needed to synthesize it. The reactants are: [NH:1]([C:10]([O:12][CH2:13][C:14]1[CH:19]=[CH:18][C:17]([CH2:20][CH2:21][C:22]2[N:23]=[C:24]([NH:27][C:28](=[O:30])[CH3:29])[S:25][CH:26]=2)=[CH:16][CH:15]=1)=[O:11])[NH:2]C(OC(C)(C)C)=O.O1CCOCC1.[ClH:37]. (3) Given the product [Cl:20][C:16]1[CH:15]=[C:14]2[C:19]([C:11]([S:10][C:6]3[CH:5]=[C:4]([CH:9]=[CH:8][CH:7]=3)[C:3]([OH:2])=[O:22])=[C:12]([CH3:21])[N:13]2[CH2:27][C:28]2[CH:33]=[CH:32][N:31]=[CH:30][CH:29]=2)=[CH:18][CH:17]=1, predict the reactants needed to synthesize it. The reactants are: C[O:2][C:3](=[O:22])[C:4]1[CH:9]=[CH:8][CH:7]=[C:6]([S:10][C:11]2[C:19]3[C:14](=[CH:15][C:16]([Cl:20])=[CH:17][CH:18]=3)[NH:13][C:12]=2[CH3:21])[CH:5]=1.[H-].[Na+].Br.Br[CH2:27][C:28]1[CH:33]=[CH:32][N:31]=[CH:30][CH:29]=1.C(#N)C. (4) Given the product [NH2:40][C:38](=[O:39])[CH2:37][N:22]1[CH2:23][CH2:24][C@H:19]([C:17]([N:16]([C@H:14]([C:6]2[CH:7]=[C:8]([C:10]([F:12])([F:13])[F:11])[CH:9]=[C:4]([C:3]([F:2])([F:34])[F:35])[CH:5]=2)[CH3:15])[CH3:33])=[O:18])[C@@H:20]([C:25]2[CH:30]=[CH:29][C:28]([F:31])=[CH:27][C:26]=2[CH3:32])[CH2:21]1, predict the reactants needed to synthesize it. The reactants are: Cl.[F:2][C:3]([F:35])([F:34])[C:4]1[CH:5]=[C:6]([C@@H:14]([N:16]([CH3:33])[C:17]([C@H:19]2[CH2:24][CH2:23][NH:22][CH2:21][C@@H:20]2[C:25]2[CH:30]=[CH:29][C:28]([F:31])=[CH:27][C:26]=2[CH3:32])=[O:18])[CH3:15])[CH:7]=[C:8]([C:10]([F:13])([F:12])[F:11])[CH:9]=1.I[CH2:37][C:38]([NH2:40])=[O:39].CCN(CC)CC.O. (5) Given the product [C:28]1([CH3:35])[CH:29]=[C:30]([CH3:34])[CH:31]=[C:32]([CH3:33])[C:27]=1[N:24]1[C:18]2[C:19](=[O:23])[N:20]([CH3:22])[N:21]=[C:16]([O:8][CH2:7][C:6]3[CH:9]=[CH:10][C:3]([C:2]([F:11])([F:12])[F:1])=[CH:4][CH:5]=3)[C:17]=2[CH:26]=[CH:25]1, predict the reactants needed to synthesize it. The reactants are: [F:1][C:2]([F:12])([F:11])[C:3]1[CH:10]=[CH:9][C:6]([CH2:7][OH:8])=[CH:5][CH:4]=1.[H-].[Na+].Cl[C:16]1[C:17]2[CH:26]=[CH:25][N:24]([C:27]3[C:32]([CH3:33])=[CH:31][C:30]([CH3:34])=[CH:29][C:28]=3[CH3:35])[C:18]=2[C:19](=[O:23])[N:20]([CH3:22])[N:21]=1. (6) Given the product [NH:24]1[C:25]2[C:21](=[CH:20][C:19]([NH:18][C:15]([C:10]3[C:9]([NH:8][CH2:7][C:3]4[CH:2]=[CH:28][N:29]=[CH:5][CH:4]=4)=[CH:14][CH:13]=[CH:12][N:11]=3)=[O:17])=[CH:27][CH:26]=2)[CH:22]=[N:23]1, predict the reactants needed to synthesize it. The reactants are: N1C=[CH:5][CH:4]=[C:3]([CH2:7][NH:8][C:9]2[C:10]([C:15]([OH:17])=O)=[N:11][CH:12]=[CH:13][CH:14]=2)[CH:2]=1.[NH2:18][C:19]1[CH:20]=[C:21]2[C:25](=[CH:26][CH:27]=1)[NH:24][N:23]=[CH:22]2.[CH3:28][N:29]1CCOCC1.F[P-](F)(F)(F)(F)F.N1(OC(N(C)C)=[N+](C)C)C2N=CC=CC=2N=N1. (7) Given the product [CH3:18][O:1][C:2]1[CH:7]=[CH:6][C:5]([O:8][CH2:9][CH2:10][CH2:11][C:12]([O:30][CH3:29])=[O:13])=[C:4]([N+:15]([O-:17])=[O:16])[CH:3]=1, predict the reactants needed to synthesize it. The reactants are: [OH:1][C:2]1[CH:7]=[CH:6][C:5]([O:8][CH2:9][CH2:10][CH2:11][C:12](O)=[O:13])=[C:4]([N+:15]([O-:17])=[O:16])[CH:3]=1.[C:18]([O-])([O-])=O.[K+].[K+].CI.CN([CH:29]=[O:30])C.